Dataset: Drug-induced liver injury (DILI) classification data. Task: Regression/Classification. Given a drug SMILES string, predict its toxicity properties. Task type varies by dataset: regression for continuous values (e.g., LD50, hERG inhibition percentage) or binary classification for toxic/non-toxic outcomes (e.g., AMES mutagenicity, cardiotoxicity, hepatotoxicity). Dataset: dili. (1) The result is 1 (causes liver injury). The compound is CCCOc1ccc2nc(NC(=O)OC)[nH]c2c1. (2) The compound is C#CCN(C)Cc1ccccc1. The result is 0 (no liver injury). (3) The drug is C1CCC(C(CC2CCCCN2)C2CCCCC2)CC1. The result is 1 (causes liver injury). (4) The result is 0 (no liver injury). The drug is COc1cc(CNC(=O)CCCCC=CC(C)C)ccc1O. (5) The result is 0 (no liver injury). The drug is CCN(CC)CC#CCOC(=O)C(O)(c1ccccc1)C1CCCCC1.